This data is from Full USPTO retrosynthesis dataset with 1.9M reactions from patents (1976-2016). The task is: Predict the reactants needed to synthesize the given product. Given the product [CH3:1][N:2]1[C:11]2[CH:10]=[C:9]([CH2:12][N:13]3[CH2:18][CH2:17][O:16][CH2:15][CH2:14]3)[CH:8]=[C:7]3[C:26](=[O:28])[C:20]([C:21]([O:23][CH2:24][CH3:25])=[O:22])=[CH:19][N:5]([C:6]=23)[CH2:4][C:3]1=[O:31], predict the reactants needed to synthesize it. The reactants are: [CH3:1][N:2]1[C:11]2[C:6](=[CH:7][CH:8]=[C:9]([CH2:12][N:13]3[CH2:18][CH2:17][O:16][CH2:15][CH2:14]3)[CH:10]=2)[N:5]([CH:19]=[C:20]([C:26]([O:28]CC)=O)[C:21]([O:23][CH2:24][CH3:25])=[O:22])[CH2:4][C:3]1=[O:31].CS(O)(=O)=O.O=P12OP3(OP(OP(O3)(O1)=O)(=O)O2)=O.[OH-].[Na+].C(Cl)Cl.